This data is from Reaction yield outcomes from USPTO patents with 853,638 reactions. The task is: Predict the reaction yield, written as a fraction of the theoretical maximum amount of product (1.0 means a 100% yield; for example, 0.34 means a 34% yield). (1) The catalyst is CN(C=O)C. The yield is 0.770. The product is [CH2:34]([O:33][C:31]([N:20]1[CH2:19][CH2:18][N:17]([C:14]2[C:15]3[N:16]=[C:8]([C:5]4[CH:6]=[CH:7][C:2]([F:1])=[CH:3][CH:4]=4)[S:9][C:10]=3[N:11]=[C:12]([NH2:23])[N:13]=2)[CH2:22][CH2:21]1)=[O:32])[C:35]1[CH:40]=[CH:39][CH:38]=[CH:37][CH:36]=1. The reactants are [F:1][C:2]1[CH:7]=[CH:6][C:5]([C:8]2[S:9][C:10]3[N:11]=[C:12]([NH2:23])[N:13]=[C:14]([N:17]4[CH2:22][CH2:21][NH:20][CH2:19][CH2:18]4)[C:15]=3[N:16]=2)=[CH:4][CH:3]=1.N1C=CC=CC=1.Cl[C:31]([O:33][CH2:34][C:35]1[CH:40]=[CH:39][CH:38]=[CH:37][CH:36]=1)=[O:32]. (2) The reactants are [C:1]([C:3]1[CH:8]=[N:7][N:6]2[CH:9]=[C:10]([C:12]([O:14][CH2:15][CH3:16])=[O:13])[CH:11]=[C:5]2[C:4]=1O)#[N:2].O=P(Cl)(Cl)[Cl:20]. No catalyst specified. The product is [Cl:20][C:4]1[C:5]2[N:6]([CH:9]=[C:10]([C:12]([O:14][CH2:15][CH3:16])=[O:13])[CH:11]=2)[N:7]=[CH:8][C:3]=1[C:1]#[N:2]. The yield is 0.480. (3) The reactants are C(=O)([O-])[O-].[K+].[K+].Br[C:8]1[C:9]2[O:18][C:17]([CH2:19][N:20]3[CH2:25][CH2:24][N:23]([S:26]([CH3:29])(=[O:28])=[O:27])[CH2:22][CH2:21]3)=[CH:16][C:10]=2[C:11](=[O:15])[N:12]([CH3:14])[CH:13]=1.IC1C(=O)N(C)C=C(I)C=1OC.[CH2:42]([O:49][C:50]1[CH:51]=[C:52](B2OC(C)(C)C(C)(C)O2)[CH:53]=[CH:54][CH:55]=1)[C:43]1[CH:48]=[CH:47][CH:46]=[CH:45][CH:44]=1. The catalyst is CCO.C(OCC)(=O)C.Cl[Pd](Cl)([P](C1C=CC=CC=1)(C1C=CC=CC=1)C1C=CC=CC=1)[P](C1C=CC=CC=1)(C1C=CC=CC=1)C1C=CC=CC=1.C1(C)C=CC=CC=1. The product is [CH2:42]([O:49][C:50]1[CH:55]=[C:54]([C:8]2[C:9]3[O:18][C:17]([CH2:19][N:20]4[CH2:25][CH2:24][N:23]([S:26]([CH3:29])(=[O:28])=[O:27])[CH2:22][CH2:21]4)=[CH:16][C:10]=3[C:11](=[O:15])[N:12]([CH3:14])[CH:13]=2)[CH:53]=[CH:52][CH:51]=1)[C:43]1[CH:48]=[CH:47][CH:46]=[CH:45][CH:44]=1. The yield is 0.0700. (4) The reactants are [Cl:1][C:2]1[CH:3]=[C:4]([CH:9]([C:25]2([OH:31])[CH2:30][CH2:29][CH2:28][CH2:27][CH2:26]2)[CH2:10][N:11]2[CH2:16][CH2:15][CH:14]([NH:17]C(=O)OC(C)(C)C)[CH2:13][CH2:12]2)[CH:5]=[CH:6][C:7]=1[Cl:8].[ClH:32]. The catalyst is C(OCC)C.O1CCOCC1. The product is [ClH:1].[ClH:32].[NH2:17][CH:14]1[CH2:15][CH2:16][N:11]([CH2:10][CH:9]([C:25]2([OH:31])[CH2:30][CH2:29][CH2:28][CH2:27][CH2:26]2)[C:4]2[CH:5]=[CH:6][C:7]([Cl:8])=[C:2]([Cl:1])[CH:3]=2)[CH2:12][CH2:13]1. The yield is 0.820. (5) The product is [CH3:1][O:2][CH2:3][CH2:4][N:5]([CH3:6])[C:30](=[O:32])[CH2:29][O:28][C:27]1[CH:26]=[CH:25][C:24]([CH:21]2[CH2:22][CH2:23][N:18]([C:15]3[CH2:16][CH2:17][C:12]4[N:13]([C:9]([C:8]([F:7])([F:36])[F:35])=[N:10][N:11]=4)[N:14]=3)[CH2:19][CH2:20]2)=[CH:34][CH:33]=1. The yield is 0.320. The catalyst is CN(C=O)C. The reactants are [CH3:1][O:2][CH2:3][CH2:4][NH:5][CH3:6].[F:7][C:8]([F:36])([F:35])[C:9]1[N:13]2[N:14]=[C:15]([N:18]3[CH2:23][CH2:22][CH:21]([C:24]4[CH:34]=[CH:33][C:27]([O:28][CH2:29][C:30]([OH:32])=O)=[CH:26][CH:25]=4)[CH2:20][CH2:19]3)[CH2:16][CH2:17][C:12]2=[N:11][N:10]=1.CN(C(ON1N=NC2C=CC=NC1=2)=[N+](C)C)C.F[P-](F)(F)(F)(F)F.CCN(C(C)C)C(C)C.